From a dataset of Full USPTO retrosynthesis dataset with 1.9M reactions from patents (1976-2016). Predict the reactants needed to synthesize the given product. (1) The reactants are: [Cl:1][C:2]1[CH:7]=[C:6]([C:8]2[C:17]3[C:12](=[CH:13][C:14]([S:18]([O:21]C4C(F)=C(F)C(F)=C(F)C=4F)(=O)=[O:19])=[CH:15][CH:16]=3)[N:11]=[CH:10][N:9]=2)[C:5]([O:33][CH3:34])=[CH:4][C:3]=1[C:35]1[CH:40]=[CH:39][CH:38]=[C:37]([F:41])[CH:36]=1.[S:42]1[CH:46]=[CH:45][C:44]([NH2:47])=[N:43]1.C1COCC1.C[Si]([N-][Si](C)(C)C)(C)C.[Li+]. Given the product [Cl:1][C:2]1[CH:7]=[C:6]([C:8]2[C:17]3[C:12](=[CH:13][C:14]([S:18]([NH:47][C:44]4[CH:45]=[CH:46][S:42][N:43]=4)(=[O:21])=[O:19])=[CH:15][CH:16]=3)[N:11]=[CH:10][N:9]=2)[C:5]([O:33][CH3:34])=[CH:4][C:3]=1[C:35]1[CH:40]=[CH:39][CH:38]=[C:37]([F:41])[CH:36]=1, predict the reactants needed to synthesize it. (2) Given the product [CH:1]1([CH2:7][NH:8][C:9](=[O:18])[C:10]2[CH:15]=[CH:14][C:13]([O:20][CH3:19])=[C:12]([F:17])[CH:11]=2)[CH2:6][CH2:5][CH2:4][CH2:3][CH2:2]1, predict the reactants needed to synthesize it. The reactants are: [CH:1]1([CH2:7][NH:8][C:9](=[O:18])[C:10]2[CH:15]=[CH:14][C:13](F)=[C:12]([F:17])[CH:11]=2)[CH2:6][CH2:5][CH2:4][CH2:3][CH2:2]1.[CH3:19][O-:20].[Na+].O. (3) Given the product [Cl:14][C:15]1[C:20]([C:21]([F:22])([F:23])[F:24])=[C:19]([O:13][CH2:12][C:9]2([C:4]3[CH:3]=[C:2]([F:1])[CH:7]=[C:6]([F:8])[CH:5]=3)[CH2:10][CH2:11]2)[CH:18]=[CH:17][N:16]=1, predict the reactants needed to synthesize it. The reactants are: [F:1][C:2]1[CH:3]=[C:4]([C:9]2([CH2:12][OH:13])[CH2:11][CH2:10]2)[CH:5]=[C:6]([F:8])[CH:7]=1.[Cl:14][C:15]1[C:20]([C:21]([F:24])([F:23])[F:22])=[C:19](Cl)[CH:18]=[CH:17][N:16]=1.